Dataset: Cav3 T-type calcium channel HTS with 100,875 compounds. Task: Binary Classification. Given a drug SMILES string, predict its activity (active/inactive) in a high-throughput screening assay against a specified biological target. (1) The compound is O1C2(C(OC3(C(OC4CC5OC6(C(OC(CC6O)CC(CO)=C)CC5OC4C=CC3)C)C2)C)CC2OC3C(OC4C(OC5C(OC6C(OC(=O)C=C6C)C5)(C4)C)CC3C)CCC12C)C. The result is 0 (inactive). (2) The drug is OC(Cn1c2c(n(c1=N)Cc1ccccc1)cccc2)COc1ccccc1. The result is 1 (active).